From a dataset of Full USPTO retrosynthesis dataset with 1.9M reactions from patents (1976-2016). Predict the reactants needed to synthesize the given product. (1) Given the product [OH:21][C:19]1[CH:18]=[C:17]2[C:4]([C@H:5]3[C@H:14]([CH2:15][S:16]2(=[O:23])=[O:24])[C@:13]2([CH3:25])[C@H:8]([C:9]([CH3:26])([CH3:27])[CH2:10][CH2:11][CH2:12]2)[CH2:7][CH2:6]3)=[C:3]([O:2][CH3:1])[CH:20]=1, predict the reactants needed to synthesize it. The reactants are: [CH3:1][O:2][C:3]1[CH:20]=[C:19]([O:21]C)[CH:18]=[C:17]2[C:4]=1[C@H:5]1[C@H:14]([CH2:15][S:16]2(=[O:24])=[O:23])[C@:13]2([CH3:25])[C@H:8]([C:9]([CH3:27])([CH3:26])[CH2:10][CH2:11][CH2:12]2)[CH2:7][CH2:6]1.C(Cl)Cl.B(Br)(Br)Br. (2) The reactants are: [N:1]([CH2:4][C:5]1[CH:6]=[C:7]([C:11]2([CH3:16])[O:15][CH2:14][CH2:13][O:12]2)[CH:8]=[CH:9][CH:10]=1)=[N+]=[N-]. Given the product [CH3:16][C:11]1([C:7]2[CH:6]=[C:5]([CH2:4][NH2:1])[CH:10]=[CH:9][CH:8]=2)[O:12][CH2:13][CH2:14][O:15]1, predict the reactants needed to synthesize it. (3) Given the product [CH2:1]([O:3][C:4]([C:6]1[C:10]([C:11]2[CH:16]=[CH:15][CH:14]=[C:13]([Cl:17])[C:12]=2[Cl:18])=[CH:9][S:8][C:7]=1[N:19]1[C:23](=[O:24])[C:22]2[C:21](=[CH:29][CH:28]=[CH:27][CH:26]=2)[C:20]1=[O:25])=[O:5])[CH3:2], predict the reactants needed to synthesize it. The reactants are: [CH2:1]([O:3][C:4]([C:6]1[C:10]([C:11]2[CH:16]=[CH:15][CH:14]=[C:13]([Cl:17])[C:12]=2[Cl:18])=[CH:9][S:8][C:7]=1[NH2:19])=[O:5])[CH3:2].[C:20]1(=O)[O:25][C:23](=[O:24])[C:22]2=[CH:26][CH:27]=[CH:28][CH:29]=[C:21]12. (4) Given the product [OH:28][NH:27][C:1](=[NH:2])[C:3]1[C:4]([CH3:20])=[C:5]2[C:9](=[CH:10][CH:11]=1)[N:8]([CH2:12][CH2:13][CH2:14][C:15]([O:17][CH2:18][CH3:19])=[O:16])[N:7]=[CH:6]2, predict the reactants needed to synthesize it. The reactants are: [C:1]([C:3]1[C:4]([CH3:20])=[C:5]2[C:9](=[CH:10][CH:11]=1)[N:8]([CH2:12][CH2:13][CH2:14][C:15]([O:17][CH2:18][CH3:19])=[O:16])[N:7]=[CH:6]2)#[N:2].C(=O)(O)[O-].[Na+].Cl.[NH2:27][OH:28]. (5) Given the product [Cl:1][C:2]1[CH:7]=[CH:6][CH:5]=[C:4]([F:8])[C:3]=1[C:9]1[NH:10][C:11](=[O:22])[N:12]([C:14]2[CH:19]=[CH:18][C:17]([C:20]#[C:21][C:24]3[CH:29]=[CH:28][C:27]([C:30]([F:33])([F:32])[F:31])=[CH:26][N:25]=3)=[CH:16][CH:15]=2)[N:13]=1, predict the reactants needed to synthesize it. The reactants are: [Cl:1][C:2]1[CH:7]=[CH:6][CH:5]=[C:4]([F:8])[C:3]=1[C:9]1[NH:10][C:11](=[O:22])[N:12]([C:14]2[CH:19]=[CH:18][C:17]([C:20]#[CH:21])=[CH:16][CH:15]=2)[N:13]=1.Br[C:24]1[CH:29]=[CH:28][C:27]([C:30]([F:33])([F:32])[F:31])=[CH:26][N:25]=1.CCCC[N+](CCCC)(CCCC)CCCC.[F-]. (6) The reactants are: [Cl:1][CH2:2][CH2:3][C:4]1[CH:9]=[CH:8][C:7]([N:10]2[C:14]3[CH:15]=[C:16]([CH3:22])[C:17]([C:20]#[N:21])=[C:18]([CH3:19])[C:13]=3[N:12]=[C:11]2[CH2:23][CH3:24])=[CH:6][CH:5]=1.[OH-:25].[Na+]. Given the product [Cl:1][CH2:2][CH2:3][C:4]1[CH:5]=[CH:6][C:7]([N:10]2[C:14]3[CH:15]=[C:16]([CH3:22])[C:17]([C:20]([NH2:21])=[O:25])=[C:18]([CH3:19])[C:13]=3[N:12]=[C:11]2[CH2:23][CH3:24])=[CH:8][CH:9]=1, predict the reactants needed to synthesize it.